From a dataset of CYP2D6 inhibition data for predicting drug metabolism from PubChem BioAssay. Regression/Classification. Given a drug SMILES string, predict its absorption, distribution, metabolism, or excretion properties. Task type varies by dataset: regression for continuous measurements (e.g., permeability, clearance, half-life) or binary classification for categorical outcomes (e.g., BBB penetration, CYP inhibition). Dataset: cyp2d6_veith. The molecule is Cc1cc(C)cc(N(C(=O)C2CCCC2)C2C=CS(=O)(=O)C2)c1. The result is 0 (non-inhibitor).